Dataset: Catalyst prediction with 721,799 reactions and 888 catalyst types from USPTO. Task: Predict which catalyst facilitates the given reaction. (1) Reactant: O[N:2]1[C:6](=[O:7])[CH2:5][CH2:4][C:3]1=[O:8].[CH3:9]CN=C=NCCCN(C)C.[C:20]([CH2:23][N:24]1[C:33]2[C:28](=[CH:29][CH:30]=[CH:31][CH:32]=2)[CH2:27][CH:26]([NH:34][C:35]([C:37]2[NH:38][C:39]3[C:44]([CH:45]=2)=[CH:43][C:42](Cl)=[CH:41][CH:40]=3)=[O:36])[C:25]1=[O:47])([OH:22])=[O:21]. Product: [O:8]=[C:3]1[CH2:4][CH2:5][C:6](=[O:7])[N:2]1[O:22][C:20](=[O:21])[CH2:23][N:24]1[C:33]2[C:28](=[CH:29][CH:30]=[CH:31][CH:32]=2)[CH2:27][CH:26]([NH:34][C:35]([C:37]2[NH:38][C:39]3[C:44]([CH:45]=2)=[CH:43][C:42]([CH3:9])=[CH:41][CH:40]=3)=[O:36])[C:25]1=[O:47]. The catalyst class is: 2. (2) Reactant: Br[C:2]1[C:3]([NH:14][C:15]2[C:24]3[C:19](=[CH:20][C:21]([F:26])=[CH:22][C:23]=3[F:25])[N:18]=[C:17]([C:27]3[CH:32]=[CH:31][CH:30]=[CH:29][N:28]=3)[C:16]=2[CH3:33])=[CH:4][C:5]([N:8]2[CH2:13][CH2:12][O:11][CH2:10][CH2:9]2)=[N:6][CH:7]=1.[C:34]([C:36]1[CH:41]=[CH:40][C:39](B(O)O)=[CH:38][CH:37]=1)#[N:35].C1(P(C2CCCCC2)C2CCCCC2)CCCCC1.[O-]P([O-])([O-])=O.[K+].[K+].[K+]. Product: [F:25][C:23]1[CH:22]=[C:21]([F:26])[CH:20]=[C:19]2[C:24]=1[C:15]([NH:14][C:3]1[CH:4]=[C:5]([N:8]3[CH2:13][CH2:12][O:11][CH2:10][CH2:9]3)[N:6]=[CH:7][C:2]=1[C:39]1[CH:40]=[CH:41][C:36]([C:34]#[N:35])=[CH:37][CH:38]=1)=[C:16]([CH3:33])[C:17]([C:27]1[CH:32]=[CH:31][CH:30]=[CH:29][N:28]=1)=[N:18]2. The catalyst class is: 552. (3) Reactant: [C:1]([Si:5]([CH3:8])([CH3:7])Cl)([CH3:4])([CH3:3])[CH3:2].[Cl:9][C:10]1[CH:15]=[CH:14][C:13]([OH:16])=[CH:12][C:11]=1OC.N1C=CN=[CH:20]1. Product: [C:1]([Si:5]([O:16][C:13]1[CH:14]=[CH:15][C:10]([Cl:9])=[C:11]([CH3:20])[CH:12]=1)([CH3:8])[CH3:7])([CH3:4])([CH3:3])[CH3:2]. The catalyst class is: 3. (4) Reactant: B(F)(F)F.C(O)(=O)C.[CH2:9]([SH:12])[CH2:10][SH:11].[CH2:13]([O:20][C:21]([N:23]1[CH2:28][CH2:27][CH:26]([CH2:29][CH2:30][C:31](=O)[C:32]2[CH:37]=[CH:36][CH:35]=[CH:34][CH:33]=2)[CH2:25][CH2:24]1)=[O:22])[C:14]1[CH:19]=[CH:18][CH:17]=[CH:16][CH:15]=1. Product: [CH2:13]([O:20][C:21]([N:23]1[CH2:28][CH2:27][CH:26]([CH2:29][CH2:30][C:31]2([C:32]3[CH:37]=[CH:36][CH:35]=[CH:34][CH:33]=3)[S:12][CH2:9][CH2:10][S:11]2)[CH2:25][CH2:24]1)=[O:22])[C:14]1[CH:15]=[CH:16][CH:17]=[CH:18][CH:19]=1. The catalyst class is: 158. (5) Reactant: O.[OH:2][CH:3]1[O:22][C@H:21]([CH2:23][OH:24])[C@@H:8]([O:9][C@@H:10]2[O:18][C@H:17]([CH2:19][OH:20])[C@H:15]([OH:16])[C@H:13]([OH:14])[C@H:11]2[OH:12])[C@H:6]([OH:7])[C@H:4]1[OH:5]. Product: [OH:2][CH:3]1[O:22][C@H:21]([CH2:23][OH:24])[C@@H:8]([O:9][C@@H:10]2[O:18][C@H:17]([CH2:19][OH:20])[C@H:15]([OH:16])[C@H:13]([OH:14])[C@H:11]2[OH:12])[C@H:6]([OH:7])[C@H:4]1[OH:5]. The catalyst class is: 21. (6) The catalyst class is: 12. Reactant: C(C1C(=O)C(Cl)=C(Cl)C(=O)C=1C#N)#N.[C:15]([C:18]1[CH:27]=[C:26]([O:28][CH2:29][C:30]2[CH:35]=[CH:34][CH:33]=[CH:32][CH:31]=2)[CH:25]=[C:24]2[C:19]=1[CH2:20][CH2:21][C:22](=[O:36])[NH:23]2)(=[O:17])[CH3:16]. Product: [C:15]([C:18]1[CH:27]=[C:26]([O:28][CH2:29][C:30]2[CH:35]=[CH:34][CH:33]=[CH:32][CH:31]=2)[CH:25]=[C:24]2[C:19]=1[CH:20]=[CH:21][C:22](=[O:36])[NH:23]2)(=[O:17])[CH3:16].